From a dataset of Reaction yield outcomes from USPTO patents with 853,638 reactions. Predict the reaction yield, written as a fraction of the theoretical maximum amount of product (1.0 means a 100% yield; for example, 0.34 means a 34% yield). (1) The reactants are [CH3:1][C@@:2]1([CH2:13][N:14]2[CH2:19][CH2:18][N:17]([NH:20]C(=O)OC(C)(C)C)[CH2:16][CH2:15]2)[O:6][C:5]2=[N:7][C:8]([N+:10]([O-:12])=[O:11])=[CH:9][N:4]2[CH2:3]1.[ClH:28]. The catalyst is CO. The product is [ClH:28].[ClH:28].[CH3:1][C@@:2]1([CH2:13][N:14]2[CH2:19][CH2:18][N:17]([NH2:20])[CH2:16][CH2:15]2)[O:6][C:5]2=[N:7][C:8]([N+:10]([O-:12])=[O:11])=[CH:9][N:4]2[CH2:3]1. The yield is 0.910. (2) The yield is 0.610. The product is [Br:10][C:11]1[CH:12]=[N:13][C:14]([O:1][CH2:2][C:3]([O:5][CH2:6][CH3:7])=[O:4])=[N:15][CH:16]=1. The catalyst is C1(C)C=CC=CC=1.CCOC(C)=O. The reactants are [OH:1][CH2:2][C:3]([O:5][CH2:6][CH3:7])=[O:4].[H-].[Na+].[Br:10][C:11]1[CH:12]=[N:13][C:14](Cl)=[N:15][CH:16]=1. (3) The reactants are [Br:1][C:2]1[CH:3]=[C:4]2[C:9](=[C:10]([Br:12])[CH:11]=1)[NH:8][CH:7]([C:13]([F:16])([F:15])[F:14])[C:6]([C:17]([O:19]CC)=[O:18])=[CH:5]2.[OH-].[Li+].Cl.C(OCC)C. The catalyst is CO.O1CCCC1.O. The product is [Br:1][C:2]1[CH:3]=[C:4]2[C:9](=[C:10]([Br:12])[CH:11]=1)[NH:8][CH:7]([C:13]([F:15])([F:16])[F:14])[C:6]([C:17]([OH:19])=[O:18])=[CH:5]2. The yield is 0.890. (4) The reactants are O[C:2]1[C:3]2[S:15][CH:14]=[CH:13][C:4]=2[N:5]=[C:6]([C:8]([O:10][CH2:11][CH3:12])=[O:9])[N:7]=1.P(Cl)(Cl)([Cl:18])=O. No catalyst specified. The product is [Cl:18][C:2]1[C:3]2[S:15][CH:14]=[CH:13][C:4]=2[N:5]=[C:6]([C:8]([O:10][CH2:11][CH3:12])=[O:9])[N:7]=1. The yield is 0.830. (5) The reactants are O1C=C(CN)N=C1.[S:8]1[CH:12]=[CH:11][N:10]=[C:9]1[CH2:13][NH2:14].[F:15][C:16]1[CH:37]=[CH:36][C:19]([CH2:20][N:21]2[CH2:25][CH2:24][N:23]([C:26]3[CH:27]=[C:28]([CH:32]=[CH:33][N:34]=3)[C:29](O)=[O:30])[C:22]2=[O:35])=[CH:18][CH:17]=1. No catalyst specified. The product is [F:15][C:16]1[CH:17]=[CH:18][C:19]([CH2:20][N:21]2[CH2:25][CH2:24][N:23]([C:26]3[CH:27]=[C:28]([CH:32]=[CH:33][N:34]=3)[C:29]([NH:14][CH2:13][C:9]3[S:8][CH:12]=[CH:11][N:10]=3)=[O:30])[C:22]2=[O:35])=[CH:36][CH:37]=1. The yield is 0.880.